This data is from Full USPTO retrosynthesis dataset with 1.9M reactions from patents (1976-2016). The task is: Predict the reactants needed to synthesize the given product. Given the product [CH:9]1([NH:10][C:11]([C:13]2[CH:17]=[C:16]([C:18]3[CH:23]=[CH:22][C:21]([O:39][CH2:36][C:43]([F:47])([F:46])[F:42])=[CH:20][C:19]=3[CH3:48])[N:15]([CH2:28][CH:29]3[CH2:30][CH2:31][CH2:32][CH2:33][CH2:34]3)[C:14]=2[CH3:35])=[O:12])[CH2:3][CH2:1][CH2:4][CH2:5][CH2:6]1, predict the reactants needed to synthesize it. The reactants are: [CH:1]1([C:4]2NN=[C:6]([CH2:9][NH:10][C:11]([C:13]3[CH:17]=[C:16]([C:18]4[CH:23]=[C:22](OC)[CH:21]=[CH:20][C:19]=4OC)[N:15]([CH2:28][CH:29]4[CH2:34][CH2:33][CH2:32][CH2:31][CH2:30]4)[C:14]=3[CH3:35])=[O:12])[CH:5]=2)[CH2:3]C1.[C:36](=[O:39])([O-])[O-].[K+].[K+].[F:42][C:43]([F:47])([F:46])CI.[CH3:48]N(C=O)C.